From a dataset of Full USPTO retrosynthesis dataset with 1.9M reactions from patents (1976-2016). Predict the reactants needed to synthesize the given product. (1) Given the product [Cl:1][C:2]1[C:35]([F:36])=[CH:34][CH:33]=[CH:32][C:3]=1[CH2:4][NH:5][C:6](=[O:31])[N:7]([C@H:9]([CH2:15][O:16][C:17](=[O:30])[NH:18][C:19]1[N:20]=[CH:21][C:22]2[C:27]([CH:28]=1)=[CH:26][C:25]([F:29])=[CH:24][CH:23]=2)[CH2:10][CH2:11][C:12]([N:71]1[CH2:72][CH2:73][N:68]([C:66]([O:65][C:61]([CH3:64])([CH3:62])[CH3:63])=[O:67])[CH2:69][CH2:70]1)=[O:13])[CH3:8], predict the reactants needed to synthesize it. The reactants are: [Cl:1][C:2]1[C:35]([F:36])=[CH:34][CH:33]=[CH:32][C:3]=1[CH2:4][NH:5][C:6](=[O:31])[N:7]([C@H:9]([CH2:15][O:16][C:17](=[O:30])[NH:18][C:19]1[N:20]=[CH:21][C:22]2[C:27]([CH:28]=1)=[CH:26][C:25]([F:29])=[CH:24][CH:23]=2)[CH2:10][CH2:11][C:12](O)=[O:13])[CH3:8].CN(C(ON1N=NC2C=CC=CC1=2)=[N+](C)C)C.F[P-](F)(F)(F)(F)F.[C:61]([O:65][C:66]([N:68]1[CH2:73][CH2:72][NH:71][CH2:70][CH2:69]1)=[O:67])([CH3:64])([CH3:63])[CH3:62].CCN(C(C)C)C(C)C. (2) Given the product [CH3:20][S:21]([O:1][CH2:2][C@@H:3]([NH:5][C:6]([O:7][C:8]([CH3:11])([CH3:10])[CH3:9])=[O:12])[CH3:4])(=[O:23])=[O:22], predict the reactants needed to synthesize it. The reactants are: [OH:1][CH2:2][C@@H:3]([NH:5][C:6](=[O:12])[O:7][C:8]([CH3:11])([CH3:10])[CH3:9])[CH3:4].C(N(CC)CC)C.[CH3:20][S:21](Cl)(=[O:23])=[O:22].O.